Dataset: HIV replication inhibition screening data with 41,000+ compounds from the AIDS Antiviral Screen. Task: Binary Classification. Given a drug SMILES string, predict its activity (active/inactive) in a high-throughput screening assay against a specified biological target. (1) The molecule is COC(=O)c1c2c(cc3c1CC1(Cc4cc5c(c(C)c4C1)CCC5)C3)CCC2. The result is 0 (inactive). (2) The compound is N#CC1=C(S)N(C2OC(CO)C(O)C(O)C2O)C(c2ccccc2)=CC1c1ccco1. The result is 0 (inactive). (3) The drug is O=c1cc(O)cc2n1CCC2. The result is 0 (inactive).